Dataset: Forward reaction prediction with 1.9M reactions from USPTO patents (1976-2016). Task: Predict the product of the given reaction. (1) Given the reactants [F:1][C:2]1[CH:28]=[C:27]([F:29])[CH:26]=[CH:25][C:3]=1[CH2:4][N:5]1[CH2:10][CH2:9][N:8]([C:11]2[N:12]=[C:13]3[CH2:24][CH2:23][NH:22][CH2:21][C:14]3=[N:15][C:16]=2[NH:17][CH:18]([CH3:20])[CH3:19])[CH2:7][CH2:6]1.CCN(C(C)C)C(C)C.[C:39](Cl)(=[O:43])[CH:40]([CH3:42])[CH3:41], predict the reaction product. The product is: [F:1][C:2]1[CH:28]=[C:27]([F:29])[CH:26]=[CH:25][C:3]=1[CH2:4][N:5]1[CH2:10][CH2:9][N:8]([C:11]2[N:12]=[C:13]3[CH2:24][CH2:23][N:22]([C:39](=[O:43])[CH:40]([CH3:42])[CH3:41])[CH2:21][C:14]3=[N:15][C:16]=2[NH:17][CH:18]([CH3:20])[CH3:19])[CH2:7][CH2:6]1. (2) Given the reactants Br[C:2]1[CH:7]=[CH:6][C:5]([CH2:8][C:9]([C:11]2[N:12]([S:21]([N:24]([CH3:26])[CH3:25])(=[O:23])=[O:22])[CH:13]=[C:14]([CH2:16][C:17]([CH3:20])([CH3:19])[CH3:18])[N:15]=2)=[O:10])=[CH:4][CH:3]=1.[NH:27]1[CH:31]=[CH:30][CH:29]=[N:28]1.C(=O)([O-])[O-].[K+].[K+].CN[C@@H]1CCCC[C@H]1NC, predict the reaction product. The product is: [CH3:18][C:17]([CH3:20])([CH3:19])[CH2:16][C:14]1[N:15]=[C:11]([C:9](=[O:10])[CH2:8][C:5]2[CH:6]=[CH:7][C:2]([N:27]3[CH:31]=[CH:30][CH:29]=[N:28]3)=[CH:3][CH:4]=2)[N:12]([S:21]([N:24]([CH3:26])[CH3:25])(=[O:23])=[O:22])[CH:13]=1. (3) Given the reactants [Cl:1][C:2]1[N:7]=[C:6]([C:8]2[NH:9][C:10]3[C:15]([C:16]=2[F:17])=[CH:14][CH:13]=[CH:12][CH:11]=3)[C:5]([OH:18])=[CH:4][CH:3]=1.[C:19]([O-])([O-])=O.[Cs+].[Cs+].ClCI, predict the reaction product. The product is: [Cl:1][C:2]1[CH:3]=[CH:4][C:5]2[O:18][CH2:19][N:9]3[C:10]4[CH:11]=[CH:12][CH:13]=[CH:14][C:15]=4[C:16]([F:17])=[C:8]3[C:6]=2[N:7]=1.